Predict the reactants needed to synthesize the given product. From a dataset of Full USPTO retrosynthesis dataset with 1.9M reactions from patents (1976-2016). (1) Given the product [C:1]([NH:27][CH2:28][CH2:29][NH:30][CH2:31][CH2:32][NH:33][CH2:34][CH2:35][NH:36][C:21](=[O:24])[CH2:17][CH2:16][CH2:15][CH2:14][CH2:13][CH2:12][CH2:11][CH2:10][CH2:9][CH2:8][CH2:7][CH2:6][CH2:5][CH2:4][CH2:3][CH2:2][CH3:1])(=[O:19])[CH2:2][CH2:3][CH2:4][CH2:5][CH2:6][CH2:7][CH2:8][CH2:9][CH2:10][CH2:11][CH2:12][CH2:13][CH2:14][CH2:15][CH2:16][CH2:17][CH3:18], predict the reactants needed to synthesize it. The reactants are: [C:1](Cl)(=[O:19])[CH2:2][CH2:3][CH2:4][CH2:5][CH2:6][CH2:7][CH2:8][CH2:9][CH2:10][CH2:11][CH2:12][CH2:13][CH2:14][CH2:15][CH2:16][CH2:17][CH3:18].[C:21]([O-:24])([O-])=O.[Na+].[Na+].[NH2:27][CH2:28][CH2:29][NH:30][CH2:31][CH2:32][NH:33][CH2:34][CH2:35][NH2:36]. (2) Given the product [Br:23][C:24]1[CH:31]=[CH:30][CH:29]=[CH:28][C:25]=1[CH2:26][N:4]1[CH2:3][CH2:2][N:1]([C:7]2[C:12]([C:13]([O:15][CH:16]([CH3:18])[CH3:17])=[O:14])=[CH:11][CH:10]=[CH:9][N:8]=2)[CH2:6][CH2:5]1, predict the reactants needed to synthesize it. The reactants are: [N:1]1([C:7]2[C:12]([C:13]([O:15][CH:16]([CH3:18])[CH3:17])=[O:14])=[CH:11][CH:10]=[CH:9][N:8]=2)[CH2:6][CH2:5][NH:4][CH2:3][CH2:2]1.C(O)(=O)C.[Br:23][C:24]1[CH:31]=[CH:30][CH:29]=[CH:28][C:25]=1[CH:26]=O.C([BH3-])#N. (3) Given the product [OH:30][NH:29][C:21](=[O:23])/[CH:20]=[CH:19]/[C:14]1[CH:15]=[CH:16][CH:17]=[CH:18][C:13]=1[N:10]1[CH2:11][CH2:12][N:8]([CH2:7][C:6]2[CH:5]=[CH:4][C:3]([O:2][CH3:1])=[CH:28][CH:27]=2)[C:9]1=[O:26], predict the reactants needed to synthesize it. The reactants are: [CH3:1][O:2][C:3]1[CH:28]=[CH:27][C:6]([CH2:7][N:8]2[CH2:12][CH2:11][N:10]([C:13]3[CH:18]=[CH:17][CH:16]=[CH:15][C:14]=3/[CH:19]=[CH:20]/[C:21]([O:23]CC)=O)[C:9]2=[O:26])=[CH:5][CH:4]=1.[NH2:29][OH:30].[OH-].[Na+]. (4) Given the product [CH2:2]1[C:6]2([CH2:10][CH2:9][N:8]([CH2:21][C:20]3[CH:23]=[CH:24][C:25]([O:27][CH:28]4[CH2:31][N:30]([C:32]([C:34]5[O:35][C:36]([C:39]6[CH:44]=[CH:43][CH:42]=[CH:41][CH:40]=6)=[N:37][N:38]=5)=[O:33])[CH2:29]4)=[CH:26][C:19]=3[CH3:18])[CH2:7]2)[CH2:5][CH2:4][O:3]1, predict the reactants needed to synthesize it. The reactants are: Cl.[CH2:2]1[C:6]2([CH2:10][CH2:9][NH:8][CH2:7]2)[CH2:5][CH2:4][O:3]1.C(N(CC)CC)C.[CH3:18][C:19]1[CH:26]=[C:25]([O:27][CH:28]2[CH2:31][N:30]([C:32]([C:34]3[O:35][C:36]([C:39]4[CH:44]=[CH:43][CH:42]=[CH:41][CH:40]=4)=[N:37][N:38]=3)=[O:33])[CH2:29]2)[CH:24]=[CH:23][C:20]=1[CH:21]=O.[Na].C([O-])(O)=O.[Na+]. (5) Given the product [CH3:26][S:27]([O:16][C@H:14]([C:11]1[O:12][CH:13]=[C:9]([C:6]2[CH:5]=[CH:4][C:3]([C:2]([F:1])([F:17])[F:18])=[CH:8][CH:7]=2)[N:10]=1)[CH3:15])(=[O:29])=[O:28], predict the reactants needed to synthesize it. The reactants are: [F:1][C:2]([F:18])([F:17])[C:3]1[CH:8]=[CH:7][C:6]([C:9]2[N:10]=[C:11]([C@@H:14]([OH:16])[CH3:15])[O:12][CH:13]=2)=[CH:5][CH:4]=1.C(N(CC)CC)C.[CH3:26][S:27](Cl)(=[O:29])=[O:28].O.